This data is from Full USPTO retrosynthesis dataset with 1.9M reactions from patents (1976-2016). The task is: Predict the reactants needed to synthesize the given product. (1) The reactants are: [C:1]([O:5][C:6]([N:8]1[CH2:13][CH2:12][CH2:11][CH2:10][CH:9]1[C:14]([OH:16])=O)=[O:7])([CH3:4])([CH3:3])[CH3:2].Cl.[CH3:18][NH:19][O:20][CH3:21].F[P-](F)(F)(F)(F)F.N1(O[P+](N(C)C)(N(C)C)N(C)C)C2C=CC=CC=2N=N1.C(N(CC)CC)C. Given the product [CH3:18][N:19]([O:20][CH3:21])[C:14]([CH:9]1[CH2:10][CH2:11][CH2:12][CH2:13][N:8]1[C:6]([O:5][C:1]([CH3:2])([CH3:3])[CH3:4])=[O:7])=[O:16], predict the reactants needed to synthesize it. (2) Given the product [Si:11]([O:18][C@H:19]([C@H:21]([N:25]1[CH:29]=[C:28]([C:30]([O:32][CH2:33][CH3:34])=[O:31])[N:27]=[CH:26]1)[CH2:22][CH:23]=[O:24])[CH3:20])([C:14]([CH3:17])([CH3:15])[CH3:16])([CH3:13])[CH3:12], predict the reactants needed to synthesize it. The reactants are: C(Cl)(=O)C(Cl)=O.CS(C)=O.[Si:11]([O:18][C@H:19]([C@H:21]([N:25]1[CH:29]=[C:28]([C:30]([O:32][CH2:33][CH3:34])=[O:31])[N:27]=[CH:26]1)[CH2:22][CH2:23][OH:24])[CH3:20])([C:14]([CH3:17])([CH3:16])[CH3:15])([CH3:13])[CH3:12].C(N(CC)CC)C. (3) Given the product [Cl:41][CH2:40][C:38]1[CH:39]=[C:35]([C:33]([C:32]2[C:27]([NH:26][C@H:12]3[CH2:13][C@H:14]([O:15][Si:16]([CH:23]([CH3:25])[CH3:24])([CH:20]([CH3:21])[CH3:22])[CH:17]([CH3:18])[CH3:19])[C@@H:10]([CH2:9][OH:8])[CH2:11]3)=[N:28][CH:29]=[N:30][CH:31]=2)=[O:34])[S:36][C:37]=1[CH3:42], predict the reactants needed to synthesize it. The reactants are: [Si]([O:8][CH2:9][C@@H:10]1[C@@H:14]([O:15][Si:16]([CH:23]([CH3:25])[CH3:24])([CH:20]([CH3:22])[CH3:21])[CH:17]([CH3:19])[CH3:18])[CH2:13][C@H:12]([NH:26][C:27]2[C:32]([C:33]([C:35]3[S:36][C:37]([CH3:42])=[C:38]([CH2:40][Cl:41])[CH:39]=3)=[O:34])=[CH:31][N:30]=[CH:29][N:28]=2)[CH2:11]1)(C(C)(C)C)(C)C.Cl.CCO.C([O-])(O)=O.[Na+].